This data is from Forward reaction prediction with 1.9M reactions from USPTO patents (1976-2016). The task is: Predict the product of the given reaction. (1) Given the reactants [Br-].[Br:2][CH2:3][C:4]1[CH:45]=[CH:44][CH:43]=[CH:42][C:5]=1[CH2:6][N:7]1[C:39]([S:40][CH3:41])=[C:10]2[S:11][C:12]([C:14]3[C@H:15]([CH3:38])[C@@H:16]4[C@@H:33]([C@H:34]([OH:36])[CH3:35])[C:32](=[O:37])[N:17]4[C:18]=3[C:19]([O:21]CC3C=CC([N+]([O-])=O)=CC=3)=[O:20])=[CH:13][N+:9]2=[CH:8]1.[CH3:46][N:47]1[CH2:52][CH2:51][O:50][CH2:49][CH2:48]1, predict the reaction product. The product is: [Br-:2].[OH:36][C@@H:34]([C@H:33]1[C:32](=[O:37])[N:17]2[C:18]([C:19]([O-:21])=[O:20])=[C:14]([C:12]3[S:11][C:10]4=[C:39]([S:40][CH3:41])[N:7]([CH2:6][C:5]5[CH:42]=[CH:43][CH:44]=[CH:45][C:4]=5[CH2:3][N+:47]5([CH3:46])[CH2:52][CH2:51][O:50][CH2:49][CH2:48]5)[CH:8]=[N+:9]4[CH:13]=3)[C@H:15]([CH3:38])[C@H:16]12)[CH3:35]. (2) Given the reactants C(N(CC)CC)C.Br[CH2:9][C:10]([O:12][CH2:13][CH3:14])=[O:11].[F:15][CH2:16][C:17]1[N:18]([C:23]2[C:32]3[CH2:31][CH2:30][CH2:29][CH2:28][C:27]=3[C:26]([CH3:33])=[CH:25][CH:24]=2)[C:19]([SH:22])=[N:20][N:21]=1, predict the reaction product. The product is: [F:15][CH2:16][C:17]1[N:18]([C:23]2[C:32]3[CH2:31][CH2:30][CH2:29][CH2:28][C:27]=3[C:26]([CH3:33])=[CH:25][CH:24]=2)[C:19]([S:22][CH2:9][C:10]([O:12][CH2:13][CH3:14])=[O:11])=[N:20][N:21]=1. (3) Given the reactants [CH2:1]([N:3]1[CH2:8][CH2:7][N:6]([CH2:9][C:10]2[CH:35]=[CH:34][C:13]([C:14]([NH:16][C:17]3[CH:22]=[CH:21][CH:20]=[C:19]([NH:23][C:24]4[CH:32]=[C:31]5[C:27]([CH2:28][C:29](=[O:33])[NH:30]5)=[CH:26][CH:25]=4)[CH:18]=3)=[O:15])=[CH:12][C:11]=2[C:36]([F:39])([F:38])[F:37])[CH2:5][CH2:4]1)[CH3:2].[NH:40]1[CH:44]=[CH:43][CH:42]=[C:41]1[CH:45]=O.N1CCCCC1, predict the reaction product. The product is: [CH2:1]([N:3]1[CH2:8][CH2:7][N:6]([CH2:9][C:10]2[CH:35]=[CH:34][C:13]([C:14]([NH:16][C:17]3[CH:22]=[CH:21][CH:20]=[C:19]([NH:23][C:24]4[CH:32]=[C:31]5[C:27]([C:28](=[CH:45][C:41]6[NH:40][CH:44]=[CH:43][CH:42]=6)[C:29](=[O:33])[NH:30]5)=[CH:26][CH:25]=4)[CH:18]=3)=[O:15])=[CH:12][C:11]=2[C:36]([F:38])([F:39])[F:37])[CH2:5][CH2:4]1)[CH3:2]. (4) Given the reactants C([O:3][C:4]([C:6]1[N:7]([CH3:16])[C:8]2[C:13]([CH:14]=1)=[CH:12][C:11]([Cl:15])=[CH:10][CH:9]=2)=O)C.CO[NH:19][CH3:20], predict the reaction product. The product is: [CH3:20][NH:19][C:4]([C:6]1[N:7]([CH3:16])[C:8]2[C:13]([CH:14]=1)=[CH:12][C:11]([Cl:15])=[CH:10][CH:9]=2)=[O:3].